From a dataset of Full USPTO retrosynthesis dataset with 1.9M reactions from patents (1976-2016). Predict the reactants needed to synthesize the given product. (1) Given the product [CH2:1]([N:8]1[CH2:9][CH2:10][CH:11]([N:14]2[C:19](=[O:20])[C:18]([CH2:21][C:22]3[CH:27]=[CH:26][C:25]([C:28]4[C:29]([C:34]#[N:35])=[CH:30][CH:31]=[CH:32][CH:33]=4)=[CH:24][CH:23]=3)=[C:17]([CH2:36][CH2:37][CH3:38])[N:16]3[N:39]=[CH:40][N:41]=[C:15]23)[CH2:12][CH2:13]1)[CH3:2], predict the reactants needed to synthesize it. The reactants are: [CH2:1]([N:8]1[CH2:13][CH2:12][CH:11]([N:14]2[C:19](=[O:20])[C:18]([CH2:21][C:22]3[CH:27]=[CH:26][C:25]([C:28]4[C:29]([C:34]#[N:35])=[CH:30][CH:31]=[CH:32][CH:33]=4)=[CH:24][CH:23]=3)=[C:17]([CH2:36][CH2:37][CH3:38])[N:16]3[N:39]=[CH:40][N:41]=[C:15]23)[CH2:10][CH2:9]1)[C:2]1C=CC=CC=1.O1CCCC1. (2) Given the product [CH2:1]([O:3][C:4]([C:6]1[C:7](=[O:23])[C:8]2[C:13]([C:14]=1[C:15]1[CH:20]=[CH:19][CH:18]=[CH:17][CH:16]=1)=[CH:12][CH:11]=[C:10]([CH2:21][N:30]1[CH2:35][CH2:34][O:33][CH2:32][CH2:31]1)[CH:9]=2)=[O:5])[CH3:2], predict the reactants needed to synthesize it. The reactants are: [CH2:1]([O:3][C:4]([C:6]1[C:7](=[O:23])[C:8]2[C:13]([C:14]=1[C:15]1[CH:20]=[CH:19][CH:18]=[CH:17][CH:16]=1)=[CH:12][CH:11]=[C:10]([CH2:21]Br)[CH:9]=2)=[O:5])[CH3:2].N1C=CC=CC=1.[NH:30]1[CH2:35][CH2:34][O:33][CH2:32][CH2:31]1. (3) Given the product [ClH:1].[CH3:32][N:33]1[CH2:34][CH2:35][N:36]([C:39]2[CH:40]=[CH:41][C:42]([CH2:43][N:44]3[C:45]4=[N:46][C:47]5[C:52]([C:53](=[O:61])[N:54]4[CH2:55][CH2:56][CH2:57][C:58]3=[O:59])=[CH:51][CH:50]=[CH:49][CH:48]=5)=[CH:62][CH:63]=2)[CH2:37][CH2:38]1, predict the reactants needed to synthesize it. The reactants are: [ClH:1].CN(C)CCCN=C=NCC.ON1C2C=CC=CC=2N=N1.C(N(C(C)C)CC)(C)C.[CH3:32][N:33]1[CH2:38][CH2:37][N:36]([C:39]2[CH:63]=[CH:62][C:42]([CH2:43][NH:44][C:45]3[N:54]([CH2:55][CH2:56][CH2:57][C:58](O)=[O:59])[C:53](=[O:61])[C:52]4[C:47](=[CH:48][CH:49]=[CH:50][CH:51]=4)[N:46]=3)=[CH:41][CH:40]=2)[CH2:35][CH2:34]1.